This data is from Forward reaction prediction with 1.9M reactions from USPTO patents (1976-2016). The task is: Predict the product of the given reaction. (1) Given the reactants [CH3:1][O:2][C:3]1[C:8]([CH2:9][N:10]2[CH2:15][CH2:14][CH:13]([CH2:16][C:17]([C:19]3[S:20][CH:21]=[CH:22][C:23]=3Br)=[O:18])[CH2:12][CH2:11]2)=[CH:7][CH:6]=[CH:5][N:4]=1.[C:25]1(OB(O)O)[CH:30]=[CH:29][CH:28]=[CH:27][CH:26]=1.CO.C(=O)([O-])[O-].[Na+].[Na+], predict the reaction product. The product is: [CH3:1][O:2][C:3]1[C:8]([CH2:9][N:10]2[CH2:15][CH2:14][CH:13]([CH2:16][C:17](=[O:18])[C:19]3[S:20][CH:21]=[CH:22][C:23]=3[C:25]3[CH:30]=[CH:29][CH:28]=[CH:27][CH:26]=3)[CH2:12][CH2:11]2)=[CH:7][CH:6]=[CH:5][N:4]=1. (2) Given the reactants [CH3:1][N:2]([CH:10]1[CH2:15][CH2:14][N:13]([CH3:16])[CH2:12][CH2:11]1)[C:3]1[CH:8]=[CH:7][CH:6]=[C:5]([NH2:9])[N:4]=1.[Br:17][C:18]1[CH:26]=[CH:25]C=C[C:19]=1[C:20]([Cl:22])=O.[O:27]1[CH2:32][CH2:31]OCC1, predict the reaction product. The product is: [ClH:22].[Br:17][C:18]1[CH:26]=[CH:25][C:31]([C:32]([NH:9][C:5]2[CH:6]=[CH:7][CH:8]=[C:3]([N:2]([CH3:1])[CH:10]3[CH2:15][CH2:14][N:13]([CH3:16])[CH2:12][CH2:11]3)[N:4]=2)=[O:27])=[CH:20][CH:19]=1. (3) The product is: [F:29][C@H:2]([C:12]1[CH:17]=[CH:16][CH:15]=[CH:14][CH:13]=1)[C@H:3]([N:5]1[C:9]([CH3:10])=[CH:8][CH:7]=[C:6]1[CH3:11])[CH3:4]. Given the reactants O[C@@H:2]([C:12]1[CH:17]=[CH:16][CH:15]=[CH:14][CH:13]=1)[C@H:3]([N:5]1[C:9]([CH3:10])=[CH:8][CH:7]=[C:6]1[CH3:11])[CH3:4].C1CCN2C(=NCCC2)CC1.[F:29]C(F)(S(F)(=O)=O)C(F)(F)C(F)(F)C(F)(F)F, predict the reaction product.